Dataset: Catalyst prediction with 721,799 reactions and 888 catalyst types from USPTO. Task: Predict which catalyst facilitates the given reaction. (1) Product: [CH2:1]([N:3]([CH:4]([CH3:6])[CH3:5])[C:14]([Cl:13])=[O:16])[CH3:2]. Reactant: [CH2:1]([NH:3][CH:4]([CH3:6])[CH3:5])[CH3:2].N1C=CC=CC=1.[Cl:13][C:14](Cl)([O:16]C(=O)OC(Cl)(Cl)Cl)Cl. The catalyst class is: 1. (2) Reactant: [Cl:1][C:2]1[N:3]=[C:4]([CH:7](O)[CH2:8][CH2:9][N:10]2[C:18]([C:19]3[CH:24]=[CH:23][CH:22]=[CH:21][CH:20]=3)=[C:17]3[C:12]([N:13]([CH3:28])[C:14](=[O:27])[N:15]([CH3:26])[C:16]3=[O:25])=[CH:11]2)[S:5][CH:6]=1.C(N(CC)CC)C.FC(F)(F)S(OS(C(F)(F)F)(=O)=O)(=O)=O. Product: [Cl:1][C:2]1[N:3]=[C:4]([CH:7]2[C:11]3[N:10]([C:18]([C:19]4[CH:20]=[CH:21][CH:22]=[CH:23][CH:24]=4)=[C:17]4[C:16](=[O:25])[N:15]([CH3:26])[C:14](=[O:27])[N:13]([CH3:28])[C:12]4=3)[CH2:9][CH2:8]2)[S:5][CH:6]=1. The catalyst class is: 2. (3) Reactant: S(Cl)([Cl:3])=O.CN(C)C=O.[Cl:10][C:11]1[CH:19]=[C:18]([N:20]2[CH:24]=[CH:23][CH:22]=[N:21]2)[CH:17]=[CH:16][C:12]=1[C:13](O)=[O:14]. Product: [Cl:10][C:11]1[CH:19]=[C:18]([N:20]2[CH:24]=[CH:23][CH:22]=[N:21]2)[CH:17]=[CH:16][C:12]=1[C:13]([Cl:3])=[O:14]. The catalyst class is: 4. (4) Reactant: Cl.[Cl:2][C:3]1[CH:16]=[CH:15][C:6]([CH2:7][C:8]2([NH2:14])[CH2:13][CH2:12][NH:11][CH2:10][CH2:9]2)=[CH:5][CH:4]=1.Cl[C:18]1[C:19]2[CH:26]=[CH:25][NH:24][C:20]=2[N:21]=[CH:22][N:23]=1.C(N(CC)CC)C. Product: [Cl:2][C:3]1[CH:4]=[CH:5][C:6]([CH2:7][C:8]2([NH2:14])[CH2:9][CH2:10][N:11]([C:18]3[C:19]4[CH:26]=[CH:25][NH:24][C:20]=4[N:21]=[CH:22][N:23]=3)[CH2:12][CH2:13]2)=[CH:15][CH:16]=1. The catalyst class is: 51.